This data is from CYP3A4 inhibition data for predicting drug metabolism from PubChem BioAssay. The task is: Regression/Classification. Given a drug SMILES string, predict its absorption, distribution, metabolism, or excretion properties. Task type varies by dataset: regression for continuous measurements (e.g., permeability, clearance, half-life) or binary classification for categorical outcomes (e.g., BBB penetration, CYP inhibition). Dataset: cyp3a4_veith. (1) The compound is COc1c(/C=N/Nc2ccc([N+](=O)[O-])cc2[N+](=O)[O-])c(C)nn1-c1ccccc1. The result is 0 (non-inhibitor). (2) The molecule is Cc1cc(C(=O)NCc2ccccc2)no1. The result is 0 (non-inhibitor).